Dataset: Forward reaction prediction with 1.9M reactions from USPTO patents (1976-2016). Task: Predict the product of the given reaction. (1) The product is: [CH2:1]([NH:8][C:9](=[O:24])[NH:10][CH:11]([CH2:17][C:18]1[CH:23]=[CH:22][CH:21]=[CH:20][CH:19]=1)[C:12]([OH:14])=[O:13])[C:2]1[CH:3]=[CH:4][CH:5]=[CH:6][CH:7]=1. Given the reactants [CH2:1]([NH:8][C:9](=[O:24])[NH:10][CH:11]([CH2:17][C:18]1[CH:23]=[CH:22][CH:21]=[CH:20][CH:19]=1)[C:12]([O:14]CC)=[O:13])[C:2]1[CH:7]=[CH:6][CH:5]=[CH:4][CH:3]=1.[OH-].[Li+], predict the reaction product. (2) The product is: [Si:45]([O:52][CH2:53][CH2:54][N:32]1[CH2:33][CH2:34][N:29]([C:27]([C@@H:22]2[CH2:23][CH2:24][C@@H:25]([CH3:26])[N:21]2[C:19]([C:13]2[S:12][C:11]3=[N:10][C@:9]([C:38]4[CH:43]=[CH:42][C:41]([Cl:44])=[CH:40][CH:39]=4)([CH3:37])[C@@H:8]([C:5]4[CH:4]=[CH:3][C:2]([Cl:1])=[CH:7][CH:6]=4)[N:15]3[C:14]=2[CH:16]([CH3:18])[CH3:17])=[O:20])=[O:28])[CH2:30][C:31]1([CH3:36])[CH3:35])([C:48]([CH3:51])([CH3:50])[CH3:49])([CH3:47])[CH3:46]. Given the reactants [Cl:1][C:2]1[CH:7]=[CH:6][C:5]([C@H:8]2[N:15]3[C:11]([S:12][C:13]([C:19]([N:21]4[C@H:25]([CH3:26])[CH2:24][CH2:23][C@H:22]4[C:27]([N:29]4[CH2:34][CH2:33][NH:32][C:31]([CH3:36])([CH3:35])[CH2:30]4)=[O:28])=[O:20])=[C:14]3[CH:16]([CH3:18])[CH3:17])=[N:10][C@:9]2([C:38]2[CH:43]=[CH:42][C:41]([Cl:44])=[CH:40][CH:39]=2)[CH3:37])=[CH:4][CH:3]=1.[Si:45]([O:52][CH2:53][CH:54]=O)([C:48]([CH3:51])([CH3:50])[CH3:49])([CH3:47])[CH3:46], predict the reaction product. (3) Given the reactants [H-].[H-].[H-].[H-].[Li+].[Al+3].[Li+].[Cl-].[S:9]1[CH:13]=[CH:12][CH:11]=[C:10]1[C:14]1[C:23]2[C:18](=[CH:19][CH:20]=[CH:21][CH:22]=2)[N:17]=[CH:16][C:15]=1[C:24](OCC)=[O:25], predict the reaction product. The product is: [S:9]1[CH:13]=[CH:12][CH:11]=[C:10]1[C:14]1[C:23]2[C:18](=[CH:19][CH:20]=[CH:21][CH:22]=2)[N:17]=[CH:16][C:15]=1[CH2:24][OH:25]. (4) The product is: [F:1][C:2]1[CH:3]=[C:4]2[C:9](=[N:10][C:11]=1[CH3:12])[N:8]=[C:7]([C:13]([F:16])([F:14])[F:15])[C:6]([C:17]([OH:19])=[O:18])=[CH:5]2. Given the reactants [F:1][C:2]1[CH:3]=[C:4]2[C:9](=[N:10][C:11]=1[CH3:12])[N:8]=[C:7]([C:13]([F:16])([F:15])[F:14])[C:6]([C:17]([O:19]CC)=[O:18])=[CH:5]2.O.O.[OH-].[Li+].Cl, predict the reaction product. (5) Given the reactants [BH4-].[Na+].[F:3][C:4]1[CH:13]=[C:12]2[C:7]([CH2:8][CH2:9][N:10]=[C:11]2[C:14]2[CH:19]=[CH:18][CH:17]=[CH:16][CH:15]=2)=[CH:6][CH:5]=1, predict the reaction product. The product is: [F:3][C:4]1[CH:13]=[C:12]2[C:7]([CH2:8][CH2:9][NH:10][CH:11]2[C:14]2[CH:15]=[CH:16][CH:17]=[CH:18][CH:19]=2)=[CH:6][CH:5]=1.